From a dataset of Full USPTO retrosynthesis dataset with 1.9M reactions from patents (1976-2016). Predict the reactants needed to synthesize the given product. (1) The reactants are: [CH3:1][N:2]1[CH:6]=[CH:5][N:4]=[CH:3]1.C(N(CC)CC)C.Cl[C:15]([O:17][CH2:18][CH3:19])=[O:16]. Given the product [CH3:1][N:2]1[CH:6]=[CH:5][N:4]=[C:3]1[C:15]([O:17][CH2:18][CH3:19])=[O:16], predict the reactants needed to synthesize it. (2) Given the product [O:11]1[CH2:12][CH2:13][CH2:14][N:8]([C:5]2[N:6]=[CH:7][C:2]([B:18]([OH:19])[OH:17])=[CH:3][CH:4]=2)[CH2:9][CH2:10]1, predict the reactants needed to synthesize it. The reactants are: Br[C:2]1[CH:3]=[CH:4][C:5]([N:8]2[CH2:14][CH2:13][CH2:12][O:11][CH2:10][CH2:9]2)=[N:6][CH:7]=1.CC1(C)C(C)(C)[O:19][B:18](B2OC(C)(C)C(C)(C)O2)[O:17]1.CC([O-])=O.[K+]. (3) The reactants are: [Cl:1][C:2]1[CH:3]=[C:4]([CH:42]=[CH:43][CH:44]=1)[CH2:5][N:6]1[C:14]2[C:9](=[CH:10][C:11]([O:15][CH2:16][CH2:17]OS(C3C=CC(C)=CC=3)(=O)=O)=[CH:12][CH:13]=2)[C:8]([S:29]([C:32]2[C:41]3[C:36](=[CH:37][CH:38]=[CH:39][CH:40]=3)[CH:35]=[CH:34][CH:33]=2)(=[O:31])=[O:30])=[N:7]1.[NH:45]1[CH2:49][CH2:48][CH2:47][CH2:46]1. Given the product [Cl:1][C:2]1[CH:3]=[C:4]([CH:42]=[CH:43][CH:44]=1)[CH2:5][N:6]1[C:14]2[C:9](=[CH:10][C:11]([O:15][CH2:16][CH2:17][N:45]3[CH2:49][CH2:48][CH2:47][CH2:46]3)=[CH:12][CH:13]=2)[C:8]([S:29]([C:32]2[C:41]3[C:40](=[CH:39][CH:38]=[CH:37][CH:36]=3)[CH:35]=[CH:34][CH:33]=2)(=[O:30])=[O:31])=[N:7]1, predict the reactants needed to synthesize it. (4) Given the product [Cl:1][C:2]1[CH:10]=[CH:9][CH:8]=[C:7]([OH:11])[C:3]=1[C:4]([OH:6])=[O:5], predict the reactants needed to synthesize it. The reactants are: [Cl:1][C:2]1[CH:10]=[CH:9][CH:8]=[C:7]([O:11]COC)[C:3]=1[C:4]([OH:6])=[O:5].Cl. (5) Given the product [CH:5]1([CH:3]([OH:4])[CH2:2][NH:1][C:11](=[O:12])[O:13][C:14]([CH3:17])([CH3:16])[CH3:15])[CH2:10][CH2:9][CH2:8][CH2:7][CH2:6]1, predict the reactants needed to synthesize it. The reactants are: [NH2:1][CH2:2][CH:3]([CH:5]1[CH2:10][CH2:9][CH2:8][CH2:7][CH2:6]1)[OH:4].[C:11](O[C:11]([O:13][C:14]([CH3:17])([CH3:16])[CH3:15])=[O:12])([O:13][C:14]([CH3:17])([CH3:16])[CH3:15])=[O:12]. (6) Given the product [Cl:3][C:4]1[N:20]=[CH:19][C:7]2[N:8]([CH3:22])[C:9](=[O:18])[CH:10]([CH3:17])[N:11]([CH:12]3[CH2:13][CH2:14][CH2:15][CH2:16]3)[C:6]=2[CH:5]=1, predict the reactants needed to synthesize it. The reactants are: [H-].[Na+].[Cl:3][C:4]1[N:20]=[CH:19][C:7]2[NH:8][C:9](=[O:18])[CH:10]([CH3:17])[N:11]([CH:12]3[CH2:16][CH2:15][CH2:14][CH2:13]3)[C:6]=2[CH:5]=1.I[CH3:22]. (7) Given the product [CH3:26][O:27][C:28]1[CH:33]=[CH:32][CH:31]=[CH:30][C:29]=1[NH:34][C:35](=[O:36])[O:18][C:15]1[CH:16]=[C:17]2[C:12]([CH2:11][CH2:10][CH2:9][N:8]2[CH2:1][C:2]2[CH:3]=[CH:4][CH:5]=[CH:6][CH:7]=2)=[CH:13][CH:14]=1, predict the reactants needed to synthesize it. The reactants are: [CH2:1]([N:8]1[C:17]2[C:12](=[CH:13][CH:14]=[C:15]([OH:18])[CH:16]=2)[CH2:11][CH2:10][CH2:9]1)[C:2]1[CH:7]=[CH:6][CH:5]=[CH:4][CH:3]=1.C(N(CC)CC)C.[CH3:26][O:27][C:28]1[CH:33]=[CH:32][CH:31]=[CH:30][C:29]=1[N:34]=[C:35]=[O:36].